This data is from Reaction yield outcomes from USPTO patents with 853,638 reactions. The task is: Predict the reaction yield, written as a fraction of the theoretical maximum amount of product (1.0 means a 100% yield; for example, 0.34 means a 34% yield). (1) The reactants are [NH:1]1[C:6]2[CH:7]=[CH:8][S:9][C:5]=2[C:4](=[O:10])[NH:3][C:2]1=[O:11].[Br:12]Br. The catalyst is C(O)(=O)C. The product is [Br:12][C:7]1[C:6]2[NH:1][C:2](=[O:11])[NH:3][C:4](=[O:10])[C:5]=2[S:9][CH:8]=1. The yield is 0.900. (2) The reactants are [Cl:1][C:2]1[C:7]([CH3:8])=[CH:6][CH:5]=[CH:4][N:3]=1.OO.NC(N)=[O:13].FC(F)(F)C(OC(=O)C(F)(F)F)=O.O. The catalyst is C(Cl)Cl. The product is [Cl:1][C:2]1[C:7]([CH3:8])=[CH:6][CH:5]=[CH:4][N+:3]=1[O-:13]. The yield is 0.860. (3) The reactants are [Br:1][C:2]1[CH:3]=[C:4]([NH2:11])[C:5]2[CH:6]=[CH:7][NH:8][C:9]=2[CH:10]=1.[CH3:12][S:13](Cl)(=[O:15])=[O:14]. No catalyst specified. The product is [Br:1][C:2]1[CH:10]=[C:9]2[C:5]([CH:6]=[CH:7][NH:8]2)=[C:4]([NH:11][S:13]([CH3:12])(=[O:15])=[O:14])[CH:3]=1. The yield is 0.910.